From a dataset of Peptide-MHC class I binding affinity with 185,985 pairs from IEDB/IMGT. Regression. Given a peptide amino acid sequence and an MHC pseudo amino acid sequence, predict their binding affinity value. This is MHC class I binding data. (1) The peptide sequence is ETQTGMHAH. The MHC is HLA-B40:01 with pseudo-sequence HLA-B40:01. The binding affinity (normalized) is 0.0847. (2) The peptide sequence is QLNQLSKSEF. The MHC is HLA-B15:01 with pseudo-sequence HLA-B15:01. The binding affinity (normalized) is 0.603. (3) The peptide sequence is PIPTTAEPLSM. The MHC is Mamu-A01 with pseudo-sequence Mamu-A01. The binding affinity (normalized) is 0.112. (4) The peptide sequence is RLATVGYPK. The MHC is HLA-A23:01 with pseudo-sequence HLA-A23:01. The binding affinity (normalized) is 0.213. (5) The peptide sequence is VSTAPTGSW. The binding affinity (normalized) is 0.213. The MHC is HLA-A26:01 with pseudo-sequence HLA-A26:01. (6) The peptide sequence is LTSMKYFVK. The MHC is HLA-A03:01 with pseudo-sequence HLA-A03:01. The binding affinity (normalized) is 0.500. (7) The peptide sequence is ITVNPIVTEK. The MHC is HLA-A68:01 with pseudo-sequence HLA-A68:01. The binding affinity (normalized) is 0.534. (8) The peptide sequence is QMRVRYYGL. The MHC is HLA-A69:01 with pseudo-sequence HLA-A69:01. The binding affinity (normalized) is 0.0847.